Dataset: Experimentally validated miRNA-target interactions with 360,000+ pairs, plus equal number of negative samples. Task: Binary Classification. Given a miRNA mature sequence and a target amino acid sequence, predict their likelihood of interaction. (1) The miRNA is hsa-miR-4513 with sequence AGACUGACGGCUGGAGGCCCAU. The protein sequence of the target gene is MARCFSLVLLLTSIWTTRLLVQGSLRAEELSIQVSCRIMGITLVSKKANQQLNFTEAKEACRLLGLSLAGKDQVETALKASFETCSYGWVGDGFVVISRISPNPKCGKNGVGVLIWKVPVSRQFAAYCYNSSDTWTNSCIPEIITTKDPIFNTQTATQTTEFIVSDSTYSVASPYSTIPAPTTTPPAPASTSIPRRKKLICVTEVFMETSTMSTETEPFVENKAAFKNEAAGFGGVPTALLVLALLFFGAAAGLGFCYVKRYVKAFPFTNKNQQKEMIETKVVKEEKANDSNPNEESKKT.... Result: 0 (no interaction). (2) The miRNA is hsa-miR-548am-3p with sequence CAAAAACUGCAGUUACUUUUGU. The protein sequence of the target gene is MEGASFGAGRAGAALDPVSFARRPQTLLRVASWVFSIAVFGPIVNEGYVNTDSGPELRCVFNGNAGACRFGVALGLGAFLACAAFLLLDVRFQQISSVRDRRRAVLLDLGFSGLWSFLWFVGFCFLTNQWQRTAPGPATTQAGDAARAAIAFSFFSILSWVALTVKALQRFRLGTDMSLFATEQLSTGASQAYPGYPVGSGVEGTETYQSPPFTETLDTSPKGYQVPAY. Result: 0 (no interaction). (3) The miRNA is hsa-miR-24-3p with sequence UGGCUCAGUUCAGCAGGAACAG. The protein sequence of the target gene is MQAMDPAAADLYEEDGKDLDFYDFEPLPTLPEDEENVSLADILSLRDRGLSEQEAWAVCLECSLSMRSVAHAAIFQSLCITPDTLAFNTSGNVCFMEQLSDDPEGAFVPPEFDVTGNTFEAHIYSLGATLKAALEYVAEPTLEPRLSQDLEALLSRMQAEDPGDRPDLESIIALCEEKLQLTSSCRVCRSLSAVGRRVLSIESFGALQDVSESSWRERPAPGNAGPRRPPGDPSTDPEVLPTPEGPESETSRGPRASPTKALLSTPVRNGESHSREGLAGLVLDAERTLGELDRDALRRS.... Result: 0 (no interaction). (4) The miRNA is hsa-miR-548c-3p with sequence CAAAAAUCUCAAUUACUUUUGC. The protein sequence of the target gene is MGSLTFWDVTIEFALEEWQCLDMAQQNLYRNVMLENYRNLVFLGIAVSKLDLITCLKQGKEPWNMKRHEMVTKPPVISSHFTQDFWPDQSIKDSFQEIILRTYARCGHKNLRLRKDCESVNEGKMHEEAYNKLNQCWTTTQGKIFQCNKYVKVFHKYSNSNRYKIRHTKKKTFKCMKCSKSFFMLSHLIQHKRIHTRENIYKCEERGKAFKWFSTLIKHKIIHTEDKPYKYKKCGKAFNISSMFTKCKIIHTGKKPCKCEECGKVFNNSSTLMKHKIIHTGKKPYKCEECGKAFKQSSHL.... Result: 1 (interaction).